This data is from Full USPTO retrosynthesis dataset with 1.9M reactions from patents (1976-2016). The task is: Predict the reactants needed to synthesize the given product. (1) Given the product [NH2:24][CH:25]([C:29]1[CH:34]=[CH:33][CH:32]=[C:31]([Cl:35])[CH:30]=1)[C:26]([N:11]([C:5]1[CH:6]=[CH:7][C:8]([O:9][CH3:10])=[C:3]([O:2][CH3:1])[CH:4]=1)[CH2:12][CH2:13][C:14]1[CH:19]=[CH:18][C:17]([C:20]([F:22])([F:21])[F:23])=[CH:16][CH:15]=1)=[O:27], predict the reactants needed to synthesize it. The reactants are: [CH3:1][O:2][C:3]1[CH:4]=[C:5]([NH:11][CH2:12][CH2:13][C:14]2[CH:19]=[CH:18][C:17]([C:20]([F:23])([F:22])[F:21])=[CH:16][CH:15]=2)[CH:6]=[CH:7][C:8]=1[O:9][CH3:10].[NH2:24][CH:25]([C:29]1[CH:34]=[CH:33][CH:32]=[C:31]([Cl:35])[CH:30]=1)[C:26](O)=[O:27]. (2) Given the product [F:26][C:21]1[CH:20]=[C:19]([CH:24]=[CH:23][C:22]=1[F:25])[CH2:18][NH:7][C:8]1[S:12][C:11]2[CH:13]=[CH:14][CH:15]=[CH:16][C:10]=2[C:9]=1[CH3:17], predict the reactants needed to synthesize it. The reactants are: C(OC(=O)[N:7]([CH2:18][C:19]1[CH:24]=[CH:23][C:22]([F:25])=[C:21]([F:26])[CH:20]=1)[C:8]1[S:12][C:11]2[CH:13]=[CH:14][CH:15]=[CH:16][C:10]=2[C:9]=1[CH3:17])(C)(C)C. (3) Given the product [C:27]1([CH2:26][O:25][C:24](=[O:33])[NH:23][CH2:22][CH2:21][CH2:20][NH:19][C:4]2[C:3]([CH2:2][O:1][Si:35]([C:38]([CH3:41])([CH3:40])[CH3:39])([CH3:37])[CH3:36])=[CH:8][N:7]=[C:6]([NH:9][C:10]3[CH:15]=[CH:14][CH:13]=[C:12]([N+:16]([O-:18])=[O:17])[CH:11]=3)[N:5]=2)[CH:28]=[CH:29][CH:30]=[CH:31][CH:32]=1, predict the reactants needed to synthesize it. The reactants are: [OH:1][CH2:2][C:3]1[C:4]([NH:19][CH2:20][CH2:21][CH2:22][NH:23][C:24](=[O:33])[O:25][CH2:26][C:27]2[CH:32]=[CH:31][CH:30]=[CH:29][CH:28]=2)=[N:5][C:6]([NH:9][C:10]2[CH:15]=[CH:14][CH:13]=[C:12]([N+:16]([O-:18])=[O:17])[CH:11]=2)=[N:7][CH:8]=1.Cl[Si:35]([C:38]([CH3:41])([CH3:40])[CH3:39])([CH3:37])[CH3:36].N1C=CN=C1. (4) Given the product [NH2:18][C:5]1[C:6]([NH:10][C:11]2[CH:12]=[N:13][CH:14]=[C:15]([F:17])[CH:16]=2)=[C:7]([C:2]([F:1])=[CH:3][CH:4]=1)[C:8]#[N:9], predict the reactants needed to synthesize it. The reactants are: [F:1][C:2]1[C:7]([C:8]#[N:9])=[C:6]([NH:10][C:11]2[CH:12]=[N:13][CH:14]=[C:15]([F:17])[CH:16]=2)[C:5]([N+:18]([O-])=O)=[CH:4][CH:3]=1.[Cl-].[NH4+].